This data is from Catalyst prediction with 721,799 reactions and 888 catalyst types from USPTO. The task is: Predict which catalyst facilitates the given reaction. (1) Reactant: [CH3:1][O:2][C:3]1[CH:8]=[CH:7][C:6]([C:9]2[CH:17]=[CH:16][CH:15]=[C:14]3[C:10]=2[C:11]([NH2:18])=[N:12][NH:13]3)=[CH:5][CH:4]=1.CC1(C)OC(=O)[CH:23]([C:27]([CH:29]2[CH2:34][CH2:33][N:32]([C:35]([O:37][C:38]([CH3:41])([CH3:40])[CH3:39])=[O:36])[CH2:31][CH2:30]2)=O)[C:22](=O)[O:21]1.P([O-])([O-])([O-])=O.[K+].[K+].[K+]. Product: [C:38]([O:37][C:35]([N:32]1[CH2:33][CH2:34][CH:29]([C:27]2[N:12]3[N:13]=[C:14]4[C:10]([C:9]([C:6]5[CH:5]=[CH:4][C:3]([O:2][CH3:1])=[CH:8][CH:7]=5)=[CH:17][CH:16]=[CH:15]4)=[C:11]3[NH:18][C:22](=[O:21])[CH:23]=2)[CH2:30][CH2:31]1)=[O:36])([CH3:41])([CH3:40])[CH3:39]. The catalyst class is: 10. (2) Reactant: O1CCCC1.[CH2:6]([O:13][C:14]1[CH:19]=[CH:18][NH:17][C:16](=[O:20])[CH:15]=1)[C:7]1[CH:12]=[CH:11][CH:10]=[CH:9][CH:8]=1.CC(C)([O-])C.[K+].Br[CH2:28][C:29]([O:31][C:32]([CH3:35])([CH3:34])[CH3:33])=[O:30]. Product: [CH2:6]([O:13][C:14]1[CH:19]=[CH:18][N:17]([CH2:28][C:29]([O:31][C:32]([CH3:35])([CH3:34])[CH3:33])=[O:30])[C:16](=[O:20])[CH:15]=1)[C:7]1[CH:8]=[CH:9][CH:10]=[CH:11][CH:12]=1. The catalyst class is: 568. (3) Reactant: C(N=C=NC(C)C)(C)C.[CH:10]1[C:16](=[O:17])[NH:15][C:13](=[O:14])[N:12]([C@@H:18]2[O:22][C@H:21]([CH2:23][O:24][P:25]([O:28][P:29]([O:32][P:33]([OH:36])([OH:35])=[O:34])([OH:31])=[O:30])([OH:27])=[O:26])[C@@H:20]([OH:37])[C@H:19]2[OH:38])[CH:11]=1.C(N(CCCC)CCCC)CCC.C(N(CCCC)CCCC)CCC.[Cl-].[Mg+2].[Cl-].C1C(=O)NC(=O)N([C@@H]2O[C@H](COP(OP(OP(OP(OC[C@H]3O[C@@H](N4C(=O)NC(=O)C=C4)[C@H](O)[C@@H]3O)([O-])=O)([O-])=O)([O-])=O)([O-])=O)[C@@H](O)[C@H]2O)C=1.[Na+].[Na+].[Na+].[Na+]. Product: [CH:10]1[C:16](=[O:17])[NH:15][C:13](=[O:14])[N:12]([C@@H:18]2[O:22][C@H:21]([CH2:23][O:24][P:25]([O:28][P:29]([O:32][P:33]([OH:35])([OH:36])=[O:34])([OH:31])=[O:30])([OH:27])=[O:26])[C@@H:20]([OH:37])[C@H:19]2[OH:38])[CH:11]=1. The catalyst class is: 9. (4) Reactant: Br[CH2:2][C:3]([O:5][CH2:6][CH3:7])=[O:4].[OH:8][N:9]1[C:13](=[O:14])[C:12]2=[CH:15][CH:16]=[CH:17][CH:18]=[C:11]2[C:10]1=[O:19].CCN(C(C)C)C(C)C.[Cl-].[NH4+]. Product: [CH2:6]([O:5][C:3](=[O:4])[CH2:2][O:8][N:9]1[C:13](=[O:14])[C:12]2[C:11](=[CH:18][CH:17]=[CH:16][CH:15]=2)[C:10]1=[O:19])[CH3:7]. The catalyst class is: 9. (5) Reactant: [CH3:1][S:2]([NH:5][C:6]1[CH:11]=[CH:10][C:9]([C:12]2[CH:17]=[CH:16][N:15]=[C:14]3[NH:18][C:19]([CH2:21][C:22]([O:24]C(C)(C)C)=[O:23])=[CH:20][C:13]=23)=[CH:8][CH:7]=1)(=[O:4])=[O:3].[C:29]([OH:35])([C:31]([F:34])([F:33])[F:32])=[O:30]. Product: [F:32][C:31]([F:34])([F:33])[C:29]([OH:35])=[O:30].[CH3:1][S:2]([NH:5][C:6]1[CH:7]=[CH:8][C:9]([C:12]2[CH:17]=[CH:16][N:15]=[C:14]3[NH:18][C:19]([CH2:21][C:22]([OH:24])=[O:23])=[CH:20][C:13]=23)=[CH:10][CH:11]=1)(=[O:3])=[O:4]. The catalyst class is: 2. (6) Reactant: [NH2:1][C:2]1[CH:7]=[CH:6][C:5]([NH:8][C:9](=[O:15])[O:10][C:11]([CH3:14])([CH3:13])[CH3:12])=[C:4]([O:16][CH3:17])[CH:3]=1.[I:18][C:19]1[CH:24]=[CH:23][C:22]([S:25](Cl)(=[O:27])=[O:26])=[CH:21][CH:20]=1.O1CCOC2C=C(NS(C3C=CC(I)=CC=3)(=O)=O)C=CC1=2. Product: [I:18][C:19]1[CH:24]=[CH:23][C:22]([S:25]([NH:1][C:2]2[CH:7]=[CH:6][C:5]([NH:8][C:9](=[O:15])[O:10][C:11]([CH3:12])([CH3:13])[CH3:14])=[C:4]([O:16][CH3:17])[CH:3]=2)(=[O:27])=[O:26])=[CH:21][CH:20]=1. The catalyst class is: 17. (7) Reactant: [NH2:1][CH:2]([C:7]([OH:9])=[O:8])[C:3]([CH3:6])([CH3:5])[CH3:4].O.C([C@](C(O)=O)(O)[C@](C(=O)C1C=CC=CC=1)(O)C(O)=O)(=O)C1C=CC=CC=1. Product: [NH2:1][C@@H:2]([C:7]([OH:9])=[O:8])[C:3]([CH3:6])([CH3:5])[CH3:4]. The catalyst class is: 6.